The task is: Predict the reactants needed to synthesize the given product.. This data is from Full USPTO retrosynthesis dataset with 1.9M reactions from patents (1976-2016). (1) Given the product [CH3:1][N:2]([CH3:11])[C:3]1[CH:10]=[CH:9][C:6]([CH2:7][NH:18][C:17]2[CH:19]=[CH:20][C:14]([O:13][CH3:12])=[CH:15][CH:16]=2)=[CH:5][CH:4]=1, predict the reactants needed to synthesize it. The reactants are: [CH3:1][N:2]([CH3:11])[C:3]1[CH:10]=[CH:9][C:6]([CH:7]=O)=[CH:5][CH:4]=1.[CH3:12][O:13][C:14]1[CH:20]=[CH:19][C:17]([NH2:18])=[CH:16][CH:15]=1. (2) Given the product [F:8][C:6]1[CH:5]=[C:4]([CH2:9][C:10]([NH:13][CH:14]2[N:20]=[C:19]([C:21]3[CH:26]=[CH:25][CH:24]=[CH:23][CH:22]=3)[C:18]3[CH:27]=[CH:28][CH:29]=[CH:30][C:17]=3[N:16]([CH3:31])[C:15]2=[O:32])=[O:12])[CH:3]=[C:2]([F:1])[CH:7]=1, predict the reactants needed to synthesize it. The reactants are: [F:1][C:2]1[CH:3]=[C:4]([CH2:9][C:10]([OH:12])=O)[CH:5]=[C:6]([F:8])[CH:7]=1.[NH2:13][CH:14]1[N:20]=[C:19]([C:21]2[CH:26]=[CH:25][CH:24]=[CH:23][CH:22]=2)[C:18]2[CH:27]=[CH:28][CH:29]=[CH:30][C:17]=2[N:16]([CH3:31])[C:15]1=[O:32].